From a dataset of Reaction yield outcomes from USPTO patents with 853,638 reactions. Predict the reaction yield, written as a fraction of the theoretical maximum amount of product (1.0 means a 100% yield; for example, 0.34 means a 34% yield). (1) The reactants are [C:1]([O:5][C:6]([N:8]1[CH2:12][CH:11]=[C:10]([C:13]2[CH:18]=[CH:17][C:16]([C:19](=[O:21])[NH2:20])=[C:15]([O:22][C:23]3[CH:28]=[CH:27][C:26]([O:29][C:30]4[CH:35]=[CH:34][CH:33]=[C:32]([C:36]#[N:37])[CH:31]=4)=[CH:25][CH:24]=3)[N:14]=2)[CH2:9]1)=[O:7])([CH3:4])([CH3:3])[CH3:2]. The catalyst is CO.C1COCC1.[Pd]. The product is [C:1]([O:5][C:6]([N:8]1[CH2:12][CH2:11][CH:10]([C:13]2[CH:18]=[CH:17][C:16]([C:19](=[O:21])[NH2:20])=[C:15]([O:22][C:23]3[CH:28]=[CH:27][C:26]([O:29][C:30]4[CH:35]=[CH:34][CH:33]=[C:32]([C:36]#[N:37])[CH:31]=4)=[CH:25][CH:24]=3)[N:14]=2)[CH2:9]1)=[O:7])([CH3:4])([CH3:2])[CH3:3]. The yield is 0.782. (2) The reactants are O[CH:2]=[C:3]1[C:11]2[C:6](=[CH:7][C:8]([C:12]([C:14]3[CH:15]=[C:16]([NH:20][C:21]([C:23]4[CH:27]=[C:26]([CH2:28][CH3:29])[N:25]([CH3:30])[N:24]=4)=[O:22])[CH:17]=[CH:18][CH:19]=3)=[O:13])=[CH:9][CH:10]=2)[NH:5][C:4]1=[O:31].C1COCC1.[N:37]1([CH2:42][C:43]2[CH:48]=[CH:47][C:46]([NH2:49])=[CH:45][CH:44]=2)[CH2:41][CH2:40][CH2:39][CH2:38]1. The catalyst is CCOC(C)=O.CCCCCC. The product is [O:31]=[C:4]1[C:3](=[CH:2][NH:49][C:46]2[CH:45]=[CH:44][C:43]([CH2:42][N:37]3[CH2:41][CH2:40][CH2:39][CH2:38]3)=[CH:48][CH:47]=2)[C:11]2[C:6](=[CH:7][C:8]([C:12]([C:14]3[CH:15]=[C:16]([NH:20][C:21]([C:23]4[CH:27]=[C:26]([CH2:28][CH3:29])[N:25]([CH3:30])[N:24]=4)=[O:22])[CH:17]=[CH:18][CH:19]=3)=[O:13])=[CH:9][CH:10]=2)[NH:5]1. The yield is 0.180.